Dataset: Forward reaction prediction with 1.9M reactions from USPTO patents (1976-2016). Task: Predict the product of the given reaction. The product is: [NH2:1][C:2]1[C:11]2[C:6](=[CH:7][CH:8]=[CH:9][C:10]=2[O:12][CH2:13][CH:14]2[CH2:19][CH2:18][CH2:17][CH2:16][N:15]2[C:30](=[O:31])[C:29]2[CH:33]=[CH:34][CH:35]=[C:27]([OH:26])[CH:28]=2)[N:5]=[C:4]([CH3:20])[C:3]=1[C:21]([O:23][CH2:24][CH3:25])=[O:22]. Given the reactants [NH2:1][C:2]1[C:11]2[C:6](=[CH:7][CH:8]=[CH:9][C:10]=2[O:12][CH2:13][CH:14]2[CH2:19][CH2:18][CH2:17][CH2:16][NH:15]2)[N:5]=[C:4]([CH3:20])[C:3]=1[C:21]([O:23][CH2:24][CH3:25])=[O:22].[OH:26][C:27]1[CH:28]=[C:29]([CH:33]=[CH:34][CH:35]=1)[C:30](O)=[O:31], predict the reaction product.